Predict the product of the given reaction. From a dataset of Forward reaction prediction with 1.9M reactions from USPTO patents (1976-2016). (1) Given the reactants Cl[C:2]1[CH:11]=[CH:10][N:9]=[C:8]2[C:3]=1[CH:4]=[CH:5][C:6]([CH2:12][CH2:13][CH3:14])=[N:7]2.[Br:15][C:16]1[CH:17]=[CH:18][C:19]([O:23][C:24]2[CH:29]=[CH:28][CH:27]=[CH:26][CH:25]=2)=[C:20]([NH2:22])[CH:21]=1, predict the reaction product. The product is: [Br:15][C:16]1[CH:17]=[CH:18][C:19]([O:23][C:24]2[CH:29]=[CH:28][CH:27]=[CH:26][CH:25]=2)=[C:20]([NH:22][C:2]2[C:3]3[C:8](=[N:7][C:6]([CH2:12][CH2:13][CH3:14])=[CH:5][CH:4]=3)[N:9]=[CH:10][CH:11]=2)[CH:21]=1. (2) Given the reactants [Br:1][C:2]1[CH:3]=[C:4]([C:8]([C:16]2[C:17]([C:23]#[N:24])=[N:18][CH:19]=[C:20]([Cl:22])[CH:21]=2)=[N:9]S(C(C)(C)C)=O)[CH:5]=[CH:6][CH:7]=1.Br[C:26]1[CH:31]=[CH:30][N:29]=[C:28]([CH3:32])[CH:27]=1, predict the reaction product. The product is: [Br:1][C:2]1[CH:3]=[C:4]([C:8]2([C:26]3[CH:31]=[CH:30][N:29]=[C:28]([CH3:32])[CH:27]=3)[C:16]3[C:17](=[N:18][CH:19]=[C:20]([Cl:22])[CH:21]=3)[C:23]([NH2:24])=[N:9]2)[CH:5]=[CH:6][CH:7]=1. (3) Given the reactants S(Cl)(Cl)=O.[C:5]1([C:15]2[CH:20]=[CH:19][CH:18]=[CH:17][CH:16]=2)[CH:10]=[CH:9][C:8]([CH2:11][C:12]([OH:14])=O)=[CH:7][CH:6]=1.[F:21][C:22]1[CH:23]=[C:24]([CH:26]=[CH:27][CH:28]=1)[NH2:25], predict the reaction product. The product is: [F:21][C:22]1[CH:23]=[C:24]([NH:25][C:12](=[O:14])[CH2:11][C:8]2[CH:7]=[CH:6][C:5]([C:15]3[CH:20]=[CH:19][CH:18]=[CH:17][CH:16]=3)=[CH:10][CH:9]=2)[CH:26]=[CH:27][CH:28]=1. (4) Given the reactants Br[C:2]1[N:6]2[N:7]=[C:8]([Cl:11])[CH:9]=[CH:10][C:5]2=[N:4][CH:3]=1.C([Mg])C.[F:15][C:16]1[C:25]([CH:26]=[O:27])=[C:24]([F:28])[CH:23]=[C:22]2[C:17]=1[CH:18]=[CH:19][CH:20]=[N:21]2, predict the reaction product. The product is: [Cl:11][C:8]1[CH:9]=[CH:10][C:5]2[N:6]([C:2]([CH:26]([C:25]3[C:16]([F:15])=[C:17]4[C:22](=[CH:23][C:24]=3[F:28])[N:21]=[CH:20][CH:19]=[CH:18]4)[OH:27])=[CH:3][N:4]=2)[N:7]=1. (5) Given the reactants [CH3:1][C:2]1[CH:7]=[CH:6][N:5]2[C:8]([C:11]([OH:13])=O)=[CH:9][N:10]=[C:4]2[CH:3]=1.C(Cl)(=O)C(Cl)=O.CN(C=O)C.[NH2:25][C:26]1[CH:27]=[C:28]([C:33]2[N:37]=[C:36]([CH2:38][CH2:39][C@:40]([CH3:46])([OH:45])[C:41]([F:44])([F:43])[F:42])[O:35][N:34]=2)[CH:29]=[CH:30][C:31]=1[CH3:32], predict the reaction product. The product is: [CH3:1][C:2]1[CH:7]=[CH:6][N:5]2[C:8]([C:11]([NH:25][C:26]3[CH:27]=[C:28]([C:33]4[N:37]=[C:36]([CH2:38][CH2:39][C@@:40]([OH:45])([CH3:46])[C:41]([F:44])([F:43])[F:42])[O:35][N:34]=4)[CH:29]=[CH:30][C:31]=3[CH3:32])=[O:13])=[CH:9][N:10]=[C:4]2[CH:3]=1.